This data is from Forward reaction prediction with 1.9M reactions from USPTO patents (1976-2016). The task is: Predict the product of the given reaction. Given the reactants [OH:1][CH:2]([CH2:45][OH:46])[C:3]([N:5]1[CH2:10][CH2:9][C@H:8]([O:11][C:12]2[CH:19]=[CH:18][C:17]([C:20]3[N:25]=[C:24]([NH:26][C:27]4[CH:32]=[CH:31][C:30]([N:33]5[CH2:38][CH2:37][N:36]([CH:39]6[CH2:42][O:41][CH2:40]6)[CH2:35][CH2:34]5)=[C:29]([CH3:43])[CH:28]=4)[N:23]=[CH:22][N:21]=3)=[CH:16][C:13]=2[C:14]#[N:15])[C@H:7]([F:44])[CH2:6]1)=[O:4], predict the reaction product. The product is: [OH:1][C@@H:2]([CH2:45][OH:46])[C:3]([N:5]1[CH2:10][CH2:9][C@H:8]([O:11][C:12]2[CH:19]=[CH:18][C:17]([C:20]3[N:25]=[C:24]([NH:26][C:27]4[CH:32]=[CH:31][C:30]([N:33]5[CH2:34][CH2:35][N:36]([CH:39]6[CH2:40][O:41][CH2:42]6)[CH2:37][CH2:38]5)=[C:29]([CH3:43])[CH:28]=4)[N:23]=[CH:22][N:21]=3)=[CH:16][C:13]=2[C:14]#[N:15])[C@H:7]([F:44])[CH2:6]1)=[O:4].